This data is from Catalyst prediction with 721,799 reactions and 888 catalyst types from USPTO. The task is: Predict which catalyst facilitates the given reaction. (1) Reactant: [CH2:1]([C:3]1[CH:8]=[C:7]([C:9]2[N:13]=[C:12]([C:14]3[CH:19]=[C:18]([CH3:20])[N:17]=[C:16]([N:21]([CH:23]([CH3:25])[CH3:24])[CH3:22])[CH:15]=3)[O:11][N:10]=2)[CH:6]=[C:5]([CH3:26])[C:4]=1[CH2:27][CH2:28][C:29](O)=[O:30])[CH3:2].CCN(C(C)C)C(C)C.C1CN([P+](ON2N=NC3C=CC=CC2=3)(N2CCCC2)N2CCCC2)CC1.F[P-](F)(F)(F)(F)F.[C:74]([NH:81][CH2:82][CH2:83][NH2:84])([O:76][C:77]([CH3:80])([CH3:79])[CH3:78])=[O:75]. Product: [C:77]([O:76][C:74](=[O:75])[NH:81][CH2:82][CH2:83][NH:84][C:29](=[O:30])[CH2:28][CH2:27][C:4]1[C:5]([CH3:26])=[CH:6][C:7]([C:9]2[N:13]=[C:12]([C:14]3[CH:19]=[C:18]([CH3:20])[N:17]=[C:16]([N:21]([CH:23]([CH3:25])[CH3:24])[CH3:22])[CH:15]=3)[O:11][N:10]=2)=[CH:8][C:3]=1[CH2:1][CH3:2])([CH3:78])([CH3:79])[CH3:80]. The catalyst class is: 3. (2) Reactant: [NH2:1][C:2]([CH3:27])([CH3:26])[C:3]([O:5][CH2:6][N:7]1[C:12](=[O:13])[CH2:11][CH2:10][CH:9]([N:14]2[C:22](=[O:23])[C:21]3[C:16](=[CH:17][CH:18]=[CH:19][CH:20]=3)[C:15]2=[O:24])[C:8]1=[O:25])=[O:4].[Br:28][CH2:29][C:30](O)=[O:31]. Product: [Br:28][CH2:29][C:30]([NH:1][C:2]([CH3:27])([CH3:26])[C:3]([O:5][CH2:6][N:7]1[C:12](=[O:13])[CH2:11][CH2:10][CH:9]([N:14]2[C:22](=[O:23])[C:21]3[C:16](=[CH:17][CH:18]=[CH:19][CH:20]=3)[C:15]2=[O:24])[C:8]1=[O:25])=[O:4])=[O:31]. The catalyst class is: 2. (3) Reactant: [CH:1]([C:3]1[CH:17]=[CH:16][C:6]([O:7][C:8]2[S:12][C:11]([C:13]([NH2:15])=[O:14])=[CH:10][CH:9]=2)=[CH:5][CH:4]=1)=O.[O:18]1[CH2:23][CH2:22][CH:21]([CH2:24][CH2:25][NH2:26])[CH2:20][CH2:19]1.[BH4-].[Na+]. Product: [O:18]1[CH2:23][CH2:22][CH:21]([CH2:24][CH2:25][NH:26][CH2:1][C:3]2[CH:17]=[CH:16][C:6]([O:7][C:8]3[S:12][C:11]([C:13]([NH2:15])=[O:14])=[CH:10][CH:9]=3)=[CH:5][CH:4]=2)[CH2:20][CH2:19]1. The catalyst class is: 5. (4) Reactant: [Li+].C[Si]([N-][Si](C)(C)C)(C)C.CC[O:13][C:14]([CH3:16])=[O:15].[CH:17]1([C:22](=[O:35])[CH2:23][CH2:24][C:25]2[CH:30]=[C:29]([CH2:31][CH3:32])[N:28]=[C:27]([CH2:33][CH3:34])[CH:26]=2)[CH2:21][CH2:20][CH2:19][CH2:18]1. Product: [CH:17]1([C:22]([OH:35])([CH2:23][CH2:24][C:25]2[CH:26]=[C:27]([CH2:33][CH3:34])[N:28]=[C:29]([CH2:31][CH3:32])[CH:30]=2)[CH2:16][C:14]([OH:13])=[O:15])[CH2:21][CH2:20][CH2:19][CH2:18]1. The catalyst class is: 237. (5) Reactant: [NH2:1][CH2:2][C:3]1[N:8]=[CH:7][C:6]([C:9]2[CH:14]=[CH:13][C:12]([C@@H:15]([OH:25])[C@H:16]([NH:19][C:20](=[O:24])[CH:21]([Cl:23])[Cl:22])[CH2:17][F:18])=[CH:11][CH:10]=2)=[CH:5][CH:4]=1.C(N(CC)CC)C.[C:33](OC(=O)C)(=[O:35])[CH3:34]. Product: [C:33]([NH:1][CH2:2][C:3]1[N:8]=[CH:7][C:6]([C:9]2[CH:10]=[CH:11][C:12]([C@@H:15]([OH:25])[C@H:16]([NH:19][C:20](=[O:24])[CH:21]([Cl:23])[Cl:22])[CH2:17][F:18])=[CH:13][CH:14]=2)=[CH:5][CH:4]=1)(=[O:35])[CH3:34]. The catalyst class is: 34. (6) The catalyst class is: 208. Product: [CH3:1][O:2][C:3]1[CH:4]=[C:5]2[C:10](=[CH:11][C:12]=1[O:13][CH3:14])[N:9]=[CH:8][CH:7]=[C:6]2[O:15][C:16]1[CH:22]=[CH:21][C:19]([NH:20][C:27]([NH:35][N:36]2[CH2:41][CH2:40][CH2:39][CH2:38][CH2:37]2)=[O:33])=[CH:18][CH:17]=1. Reactant: [CH3:1][O:2][C:3]1[CH:4]=[C:5]2[C:10](=[CH:11][C:12]=1[O:13][CH3:14])[N:9]=[CH:8][CH:7]=[C:6]2[O:15][C:16]1[CH:22]=[CH:21][C:19]([NH2:20])=[CH:18][CH:17]=1.ClC(Cl)(O[C:27](=[O:33])OC(Cl)(Cl)Cl)Cl.[NH2:35][N:36]1[CH2:41][CH2:40][CH2:39][CH2:38][CH2:37]1.C(=O)(O)[O-].[Na+]. (7) Reactant: Br[C:2]1[CH:11]=[CH:10][C:5]([C:6]([O:8][CH3:9])=[O:7])=[CH:4][CH:3]=1.[C:12]1([P:18]([O:21]C)[O:19][CH3:20])[CH:17]=[CH:16][CH:15]=[CH:14][CH:13]=1. Product: [CH3:20][O:19][P:18]([C:2]1[CH:11]=[CH:10][C:5]([C:6]([O:8][CH3:9])=[O:7])=[CH:4][CH:3]=1)([C:12]1[CH:17]=[CH:16][CH:15]=[CH:14][CH:13]=1)=[O:21]. The catalyst class is: 25.